From a dataset of Experimentally validated miRNA-target interactions with 360,000+ pairs, plus equal number of negative samples. Binary Classification. Given a miRNA mature sequence and a target amino acid sequence, predict their likelihood of interaction. (1) The miRNA is hsa-miR-19b-1-5p with sequence AGUUUUGCAGGUUUGCAUCCAGC. The protein sequence of the target gene is MTVGARLRSKAESSLLRRGPRGRGRTEGDEEAAAILEHLEYADEAEAAAESGTSAADERGPGTRGARRVHFALLPERYEPLEEPAPSEQPRKRYRRKLKKYGKNVGKVIIKGCRYVVIGLQGFAAAYSAPFAVATSVVSFVR. Result: 0 (no interaction). (2) The miRNA is hsa-miR-1913 with sequence UCUGCCCCCUCCGCUGCUGCCA. The protein sequence of the target gene is MNTSIPYQQNPYNPRGSSNVIQCYRCGDTCKGEVVRVHNNHFHIRCFTCQVCGCGLAQSGFFFKNQEYICTQDYQQLYGTRCDSCRDFITGEVISALGRTYHPKCFVCSLCRKPFPIGDKVTFSGKECVCQTCSQSMASSKPIKIRGPSHCAGCKEEIKHGQSLLALDKQWHVSCFKCQTCSVILTGEYISKDGVPYCESDYHAQFGIKCETCDRYISGRVLEAGGKHYHPTCARCVRCHQMFTEGEEMYLTGSEVWHPICKQAARAEKKLKHRRTSETSISPPGSSIGSPNRVICAKVD.... Result: 0 (no interaction). (3) The miRNA is mmu-miR-3075-5p with sequence UGUCUGGGAGCAGCCAAGGAC. The protein sequence of the target gene is MPEPGPRMNGFSLGELCWLFCCPPCPSRIAAKLAFLPPEPTYTVLAPEQRGAGASAPAPAQATAAAAAAQPAPQQPEEGAGAGPGACSLHLSERADWQYSQRELDAVEVFFSRTARDNRLGCMFVRCAPSSRYTLLFSHGNAVDLGQMCSFYIGLGSRINCNIFSYDYSGYGVSSGKPSEKNLYADIDAAWQALRTRYGVSPENIILYGQSIGTVPTVDLASRYECAAVILHSPLMSGLRVAFPDTRKTYCFDAFPSIDKISKVTSPVLVIHGTEDEVIDFSHGLAMYERCPRAVEPLWV.... Result: 0 (no interaction). (4) The miRNA is mmu-let-7b-5p with sequence UGAGGUAGUAGGUUGUGUGGUU. The protein sequence of the target gene is MPLPEPSEQDCESLRAGQEPSVGARKPQESSNLVPARDKERPKPTDVASQETSSTATLPNNTLQVAPVKKQGRIIHRKRSRVDAVPPQPLEFLKTPFGGRLLVHKSFLYKQEKAVGDKVYWKCRQHSELSCRGRAITRGFRVTEMRDHCHPPEKEGLDRKKRHRGRPPSSALPEGAEVQEDEVSLWLYPVEPEPTPQPSIETPEEEQGYRSLALQSLPPKKRPTPGVVRYRPLEFLKTCYGGTFLVHQSFLYKREKTVGGKVYWTCREHAVHGCRSRAITQGQRVTVMRSHCHSPDIEGL.... Result: 1 (interaction). (5) The miRNA is hsa-miR-34a-3p with sequence CAAUCAGCAAGUAUACUGCCCU. The protein sequence of the target gene is MYEALPGPAPENEDGLVKVKEEDPTWEQVCNSQEGSSHTQEICRLRFRHFCYQEAHGPQEALAQLRELCHQWLRPEMHTKEQIMELLVLEQFLTILPKELQPCVKTYPLESGEEAVTVLENLETGSGDTGQQASVYIQGQDMHPMVAEYQGVSLECQSLQLLPGITTLKCEPPQRPQGNPQEVSGPVPHGSAHLQEKNPRDKAVVPVFNPVRSQTLVKTEEETAQAVAAEKWSHLSLTRRNLCGNSAQETVMSLSPMTEEIVTKDRLFKAKQETSEEMEQSGEASGKPNRECAPQIPCST.... Result: 0 (no interaction). (6) The miRNA is hsa-miR-6809-3p with sequence CUUCUCUUCUCUCCUUCCCAG. The protein sequence of the target gene is MAVNPLLTPTGQQTIPLIPSPFGPPTVDRDVLPSTVAPTDPRQFCVPSQFGSSVLPNTNMANVLSSRIYPGWGILPPESIKAVARRNEMIQRHHTARTEMEMYAIYQQRRMEKINPKGLAGLGIPFLYGSSVPAAPAAYHGRSMLPAGDLHFHRSTLRNLQGNPMLAATAPHFEESWGQRCRRLRKNTGNQKALDSDAESSKSQAEEKILGQTHAVPYEEDHYAKDPDIEAPSNQKSSETNEKPTTALANTCGELEPTHRKPWGSHTTTLKAKAWDDGKEEASEQIFATCDEKNGVCPPV.... Result: 1 (interaction). (7) The miRNA is hsa-miR-4783-3p with sequence CCCCGGUGUUGGGGCGCGUCUGC. The protein sequence of the target gene is MSDSKSDGQFYSVQVADSTFTVLKRYQQLKPIGSGAQGIVCAAFDTVLGINVAVKKLSRPFQNQTHAKRAYRELVLLKCVNHKNIISLLNVFTPQKTLEEFQDVYLVMELMDANLCQVIHMELDHERMSYLLYQMLCGIKHLHSAGIIHRDLKPSNIVVKSDCTLKILDFGLARTACTNFMMTPYVVTRYYRAPEVILGMGYKENVDIWSVGCIMAEMVLHKVLFPGRDYIDQWNKVIEQLGTPSAEFMKKLQPTVRNYVENRPKYPGIKFEELFPDWIFPSESERDKIKTSQARDLLSK.... Result: 0 (no interaction).